This data is from Forward reaction prediction with 1.9M reactions from USPTO patents (1976-2016). The task is: Predict the product of the given reaction. (1) Given the reactants C([O:8][C:9]1[CH:14]=[CH:13][C:12]([CH2:15][OH:16])=[CH:11][C:10]=1[C@@H:17]([C:27]1[CH:32]=[CH:31][CH:30]=[CH:29][CH:28]=1)[CH2:18][CH2:19][N:20]([CH:24]([CH3:26])[CH3:25])[CH:21]([CH3:23])[CH3:22])C1C=CC=CC=1, predict the reaction product. The product is: [CH:24]([N:20]([CH:21]([CH3:23])[CH3:22])[CH2:19][CH2:18][C@@H:17]([C:10]1[CH:11]=[C:12]([CH2:15][OH:16])[CH:13]=[CH:14][C:9]=1[OH:8])[C:27]1[CH:32]=[CH:31][CH:30]=[CH:29][CH:28]=1)([CH3:26])[CH3:25]. (2) Given the reactants [CH3:1][O:2][C:3]1[CH:12]=[C:11]2[C:6]([CH:7]=[N:8][NH:9][C:10]2=O)=[C:5]([C:14]2[CH:19]=[CH:18][CH:17]=[CH:16][CH:15]=2)[CH:4]=1.P(Cl)(Cl)([Cl:22])=O, predict the reaction product. The product is: [Cl:22][C:10]1[C:11]2[C:6](=[C:5]([C:14]3[CH:19]=[CH:18][CH:17]=[CH:16][CH:15]=3)[CH:4]=[C:3]([O:2][CH3:1])[CH:12]=2)[CH:7]=[N:8][N:9]=1. (3) Given the reactants [CH2:1]([N:4]([C:43]([O:45][CH2:46][C:47]1[CH:52]=[CH:51][CH:50]=[CH:49][CH:48]=1)=[O:44])[C:5]1[C:10](=[O:11])[N:9]2[C@@H:12]([C:20](=[O:42])[NH:21][CH2:22][C:23]3[CH:28]=[CH:27][C:26]([C:29]([NH:31][C:32]([O:34][CH2:35][C:36]4[CH:41]=[CH:40][CH:39]=[CH:38][CH:37]=4)=[O:33])=[NH:30])=[CH:25][CH:24]=3)[CH2:13][C@:14]([CH2:16][C:17]([OH:19])=O)([CH3:15])[C:8]2=[N:7][CH:6]=1)[CH:2]=[CH2:3].[NH2:53][C:54]1[CH:59]=[CH:58][CH:57]=[CH:56][CH:55]=1, predict the reaction product. The product is: [CH2:46]([O:45][C:43](=[O:44])[N:4]([CH2:1][CH:2]=[CH2:3])[C:5]1[C:10](=[O:11])[N:9]2[C@@H:12]([C:20](=[O:42])[NH:21][CH2:22][C:23]3[CH:24]=[CH:25][C:26]([C:29]([NH:31][C:32]([O:34][CH2:35][C:36]4[CH:37]=[CH:38][CH:39]=[CH:40][CH:41]=4)=[O:33])=[NH:30])=[CH:27][CH:28]=3)[CH2:13][C@@:14]([CH3:15])([CH2:16][C:17](=[O:19])[NH:53][C:54]3[CH:59]=[CH:58][CH:57]=[CH:56][CH:55]=3)[C:8]2=[N:7][CH:6]=1)[C:47]1[CH:48]=[CH:49][CH:50]=[CH:51][CH:52]=1. (4) Given the reactants [N+:1]([C:4]1[CH:9]=[CH:8][C:7]([S:10]([NH:13][C:14]2[CH:19]=[CH:18][CH:17]=[CH:16][C:15]=2C)(=[O:12])=[O:11])=[CH:6][CH:5]=1)([O-:3])=[O:2].NC1C=CC=CC=1, predict the reaction product. The product is: [N+:1]([C:4]1[CH:5]=[CH:6][C:7]([S:10]([NH:13][C:14]2[CH:19]=[CH:18][CH:17]=[CH:16][CH:15]=2)(=[O:12])=[O:11])=[CH:8][CH:9]=1)([O-:3])=[O:2]. (5) Given the reactants [CH3:1][O:2][C:3]1[CH:8]=[CH:7][C:6]([C:9]([C:37]2[CH:42]=[CH:41][C:40]([O:43][CH3:44])=[CH:39][CH:38]=2)([C:31]2[CH:36]=[CH:35][CH:34]=[CH:33][CH:32]=2)[NH:10][C:11]2[CH2:12][O:13][C:14]([CH3:30])([CH3:29])[C:15]([F:28])([F:27])[C@:16]([C:19]3[CH:24]=[C:23](Br)[CH:22]=[CH:21][C:20]=3[F:26])([CH3:18])[N:17]=2)=[CH:5][CH:4]=1.[Cl:45][C:46]1[CH:47]=[C:48]([N:52]2[CH:56]=[C:55](B(O)O)[CH:54]=[N:53]2)[CH:49]=[CH:50][CH:51]=1.C(=O)([O-])[O-].[K+].[K+], predict the reaction product. The product is: [CH3:1][O:2][C:3]1[CH:8]=[CH:7][C:6]([C:9]([NH:10][C:11]2[CH2:12][O:13][C:14]([CH3:30])([CH3:29])[C:15]([F:28])([F:27])[C@:16]([C:19]3[CH:24]=[C:23]([C:55]4[CH:54]=[N:53][N:52]([C:48]5[CH:49]=[CH:50][CH:51]=[C:46]([Cl:45])[CH:47]=5)[CH:56]=4)[CH:22]=[CH:21][C:20]=3[F:26])([CH3:18])[N:17]=2)([C:37]2[CH:42]=[CH:41][C:40]([O:43][CH3:44])=[CH:39][CH:38]=2)[C:31]2[CH:36]=[CH:35][CH:34]=[CH:33][CH:32]=2)=[CH:5][CH:4]=1.